This data is from Full USPTO retrosynthesis dataset with 1.9M reactions from patents (1976-2016). The task is: Predict the reactants needed to synthesize the given product. (1) Given the product [Cl:1][C:2]1[N:3]=[C:4]([C:9]([NH:11][C@H:12]2[CH2:17][CH2:16][N:15]([C:18]3[S:19][C:20]([C:23]([OH:25])=[O:24])=[CH:21][N:22]=3)[CH2:14][C@H:13]2[O:28][CH2:29][CH3:30])=[O:10])[NH:5][C:6]=1[CH2:7][CH3:8], predict the reactants needed to synthesize it. The reactants are: [Cl:1][C:2]1[N:3]=[C:4]([C:9]([NH:11][C@H:12]2[CH2:17][CH2:16][N:15]([C:18]3[S:19][C:20]([C:23]([O:25]CC)=[O:24])=[CH:21][N:22]=3)[CH2:14][C@H:13]2[O:28][CH2:29][CH3:30])=[O:10])[NH:5][C:6]=1[CH2:7][CH3:8].[OH-].[Li+].CO. (2) Given the product [CH:17]([O:16][C:13]1[CH:14]=[CH:15][C:10]([NH:9][C:6]2[CH:5]=[CH:4][C:3]([CH2:2][NH:1][C:36]([C:33]3([NH:32][C:30]([C:28]4[CH:27]=[N:26][CH:25]=[N:24][CH:29]=4)=[O:31])[CH2:35][CH2:34]3)=[O:37])=[CH:8][CH:7]=2)=[C:11]([C:20]([F:21])([F:22])[F:23])[CH:12]=1)([CH3:19])[CH3:18], predict the reactants needed to synthesize it. The reactants are: [NH2:1][CH2:2][C:3]1[CH:8]=[CH:7][C:6]([NH:9][C:10]2[CH:15]=[CH:14][C:13]([O:16][CH:17]([CH3:19])[CH3:18])=[CH:12][C:11]=2[C:20]([F:23])([F:22])[F:21])=[CH:5][CH:4]=1.[N:24]1[CH:29]=[C:28]([C:30]([NH:32][C:33]2([C:36](O)=[O:37])[CH2:35][CH2:34]2)=[O:31])[CH:27]=[N:26][CH:25]=1. (3) The reactants are: S(Cl)([Cl:3])=O.[F:5][C:6]1[CH:7]=[C:8]([C@@H:13]2[CH2:15][C@H:14]2[C:16]([OH:18])=O)[CH:9]=[CH:10][C:11]=1[F:12]. Given the product [F:5][C:6]1[CH:7]=[C:8]([C@@H:13]2[CH2:15][C@H:14]2[C:16]([Cl:3])=[O:18])[CH:9]=[CH:10][C:11]=1[F:12], predict the reactants needed to synthesize it. (4) Given the product [CH2:15]([C:14]12[CH2:18][CH:16]([CH2:12][CH2:13]1)[CH:19]=[CH:1]2)[CH2:10][CH2:6][CH3:9], predict the reactants needed to synthesize it. The reactants are: [CH3:1]COCC.[C:6]([C:10]1[CH:15]=[CH:14][CH:13]=[C:12]([C:16]([CH3:19])([CH3:18])C)N=1)([CH3:9])(C)C. (5) Given the product [Cl:35][C:36]1[CH:44]=[CH:43][C:39]([C:40]([NH:6][CH2:7][C:8]([C:14]2[CH:27]=[CH:26][C:17]([NH:18][C:19](=[O:25])[O:20][C:21]([CH3:24])([CH3:23])[CH3:22])=[C:16]([CH3:28])[CH:15]=2)([OH:13])[C:9]([F:11])([F:10])[F:12])=[O:41])=[CH:38][CH:37]=1, predict the reactants needed to synthesize it. The reactants are: C(OCC)C.[NH2:6][CH2:7][C:8]([C:14]1[CH:27]=[CH:26][C:17]([NH:18][C:19](=[O:25])[O:20][C:21]([CH3:24])([CH3:23])[CH3:22])=[C:16]([CH3:28])[CH:15]=1)([OH:13])[C:9]([F:12])([F:11])[F:10].C(=O)([O-])[O-].[Na+].[Na+].[Cl:35][C:36]1[CH:44]=[CH:43][C:39]([C:40](Cl)=[O:41])=[CH:38][CH:37]=1. (6) Given the product [Br:1][C:2]1[CH:3]=[C:4]([CH2:5][OH:6])[CH:10]=[C:11]([NH:13][CH2:14][CH:16]2[CH2:18][C:17]2([F:20])[F:19])[CH:12]=1, predict the reactants needed to synthesize it. The reactants are: [Br:1][C:2]1[CH:3]=[C:4]([CH:10]=[C:11]([NH:13][C:14]([CH:16]2[CH2:18][C:17]2([F:20])[F:19])=O)[CH:12]=1)[C:5](OCC)=[O:6].B.CSC.